From a dataset of Reaction yield outcomes from USPTO patents with 853,638 reactions. Predict the reaction yield, written as a fraction of the theoretical maximum amount of product (1.0 means a 100% yield; for example, 0.34 means a 34% yield). (1) The reactants are [Br:1][C:2]1[CH:3]=[CH:4][CH:5]=[C:6]2[C:11]=1[N:10]=[C:9]([Cl:12])[N:8]=[C:7]2Cl.[NH:14]1[CH2:19][CH2:18][O:17][CH2:16][CH2:15]1. The catalyst is C(Cl)Cl. The product is [Br:1][C:2]1[CH:3]=[CH:4][CH:5]=[C:6]2[C:11]=1[N:10]=[C:9]([Cl:12])[N:8]=[C:7]2[N:14]1[CH2:19][CH2:18][O:17][CH2:16][CH2:15]1. The yield is 0.390. (2) The reactants are C(O[B:5]1[O:9][C:8]([CH3:11])([CH3:10])[C:7]([CH3:13])([CH3:12])[O:6]1)(C)C.C([Li])CCC.[F:19][C:20]1[CH:21]=[C:22]([F:29])[C:23]2[O:27][CH2:26][CH2:25][C:24]=2[CH:28]=1. No catalyst specified. The product is [F:19][C:20]1[C:21]([B:5]2[O:6][C:7]([CH3:12])([CH3:13])[C:8]([CH3:10])([CH3:11])[O:9]2)=[C:22]([F:29])[C:23]2[O:27][CH2:26][CH2:25][C:24]=2[CH:28]=1. The yield is 0.300. (3) The reactants are [OH:1][C:2]([C:19]1[S:20][CH:21]=[CH:22][CH:23]=1)([C:14]1[S:15][CH:16]=[CH:17][CH:18]=1)[C:3]([O:5][C@H:6]1[CH2:11][CH2:10][C@H:9]([NH:12][CH3:13])[CH2:8][CH2:7]1)=[O:4].Br[CH2:25][CH2:26][OH:27].C(N(CC)CC)C.BrC(O)C. The catalyst is C(#N)C.C1COCC1. The product is [OH:1][C:2]([C:14]1[S:15][CH:16]=[CH:17][CH:18]=1)([C:19]1[S:20][CH:21]=[CH:22][CH:23]=1)[C:3]([O:5][C@H:6]1[CH2:7][CH2:8][C@H:9]([N:12]([CH2:25][CH2:26][OH:27])[CH3:13])[CH2:10][CH2:11]1)=[O:4]. The yield is 0.760. (4) The reactants are [C:1]([C:3]1[C:8]([N:9]2[C:13]([S:14]([C:17]3[CH:22]=[CH:21][CH:20]=[CH:19][CH:18]=3)(=[O:16])=[O:15])=[CH:12][C:11]([CH2:23][N:24](C)[C:25](=O)OC(C)(C)C)=[N:10]2)=[CH:7][CH:6]=[CH:5][N:4]=1)#[N:2].C(OCC)(=O)C.C(OCC)(=O)C.[ClH:45]. The catalyst is C(O)C. The product is [ClH:45].[CH3:25][NH:24][CH2:23][C:11]1[CH:12]=[C:13]([S:14]([C:17]2[CH:18]=[CH:19][CH:20]=[CH:21][CH:22]=2)(=[O:15])=[O:16])[N:9]([C:8]2[C:3]([C:1]#[N:2])=[N:4][CH:5]=[CH:6][CH:7]=2)[N:10]=1. The yield is 0.520. (5) The reactants are [Br:1][C:2]1[CH:3]=[C:4]2[CH2:10][C:9](=[O:11])[NH:8][C:5]2=[N:6][CH:7]=1.[NH:12]1[C:20]2[C:15](=[CH:16][CH:17]=[C:18]([CH:21]=O)[CH:19]=2)[CH:14]=[N:13]1. No catalyst specified. The product is [NH:12]1[C:20]2[C:15](=[CH:16][CH:17]=[C:18]([CH:21]=[C:10]3[C:4]4[C:5](=[N:6][CH:7]=[C:2]([Br:1])[CH:3]=4)[NH:8][C:9]3=[O:11])[CH:19]=2)[CH:14]=[N:13]1. The yield is 0.950.